Dataset: Peptide-MHC class I binding affinity with 185,985 pairs from IEDB/IMGT. Task: Regression. Given a peptide amino acid sequence and an MHC pseudo amino acid sequence, predict their binding affinity value. This is MHC class I binding data. (1) The peptide sequence is IFLIITKVF. The MHC is HLA-A26:03 with pseudo-sequence HLA-A26:03. The binding affinity (normalized) is 0.0847. (2) The peptide sequence is VLYCVHQRV. The MHC is HLA-A11:01 with pseudo-sequence HLA-A11:01. The binding affinity (normalized) is 0.142. (3) The peptide sequence is TFLRPPKV. The MHC is Mamu-B52 with pseudo-sequence Mamu-B52. The binding affinity (normalized) is 0. (4) The peptide sequence is DIMGIPYCNY. The MHC is HLA-A32:01 with pseudo-sequence HLA-A32:01. The binding affinity (normalized) is 0. (5) The peptide sequence is AGGWVLWKV. The MHC is HLA-B39:01 with pseudo-sequence HLA-B39:01. The binding affinity (normalized) is 0.0847.